Dataset: Catalyst prediction with 721,799 reactions and 888 catalyst types from USPTO. Task: Predict which catalyst facilitates the given reaction. Reactant: C([N:8]1[CH2:13][CH2:12][C:11]([N:15]2[CH2:24][CH2:23][C:18]3([O:22][CH2:21][CH2:20][O:19]3)[CH2:17][CH2:16]2)([CH3:14])[CH2:10][CH2:9]1)C1C=CC=CC=1. Product: [CH3:14][C:11]1([N:15]2[CH2:16][CH2:17][C:18]3([O:19][CH2:20][CH2:21][O:22]3)[CH2:23][CH2:24]2)[CH2:12][CH2:13][NH:8][CH2:9][CH2:10]1. The catalyst class is: 105.